This data is from Full USPTO retrosynthesis dataset with 1.9M reactions from patents (1976-2016). The task is: Predict the reactants needed to synthesize the given product. (1) Given the product [F:16][C:2]([F:1])([F:15])[C:3]1[CH:4]=[CH:5][C:6]([C:9]2[N:10]=[C:11]([NH:14][C:25]([N:37]3[CH2:38][CH2:39][C:40]4[C:45](=[CH:44][CH:43]=[C:42]([O:46][C:47]([CH3:53])([CH3:52])[C:48]([O:50][CH3:51])=[O:49])[CH:41]=4)[CH2:36]3)=[O:27])[S:12][CH:13]=2)=[CH:7][CH:8]=1, predict the reactants needed to synthesize it. The reactants are: [F:1][C:2]([F:16])([F:15])[C:3]1[CH:8]=[CH:7][C:6]([C:9]2[N:10]=[C:11]([NH2:14])[S:12][CH:13]=2)=[CH:5][CH:4]=1.C(N(CC)CC)C.Cl[C:25](Cl)([O:27]C(=O)OC(Cl)(Cl)Cl)Cl.[CH2:36]1[C:45]2[C:40](=[CH:41][C:42]([O:46][C:47]([CH3:53])([CH3:52])[C:48]([O:50][CH3:51])=[O:49])=[CH:43][CH:44]=2)[CH2:39][CH2:38][NH:37]1. (2) Given the product [N:14]1[CH:13]=[CH:12][CH:11]=[N:16][CH:15]=1.[NH:1]1[C:9]2[C:4](=[CH:5][CH:6]=[CH:7][CH:8]=2)[CH:3]=[CH:2]1, predict the reactants needed to synthesize it. The reactants are: [NH:1]1[C:9]2[C:4](=[CH:5][CH:6]=[CH:7][CH:8]=2)[CH:3]=[CH:2]1.Cl[C:11]1[N:16]=[CH:15][N:14]=[C:13](Cl)[CH:12]=1. (3) Given the product [F:1][C:2]1[CH:7]=[CH:6][CH:5]=[CH:4][C:3]=1[CH2:8][O:9][C:10]1[CH:11]=[CH:12][C:13]([C@H:16]2[CH2:20][CH2:19][C@:18]3([CH2:24][CH2:23][NH:22][C:21]3=[O:25])[NH:17]2)=[CH:14][CH:15]=1, predict the reactants needed to synthesize it. The reactants are: [F:1][C:2]1[CH:7]=[CH:6][CH:5]=[CH:4][C:3]=1[CH2:8][O:9][C:10]1[CH:15]=[CH:14][C:13]([C@H:16]2[CH2:20][CH2:19][C@:18]3([CH2:24][CH2:23][NH:22][C:21]3=[O:25])[N:17]2C(OC(C)(C)C)=O)=[CH:12][CH:11]=1.C(O)(C(F)(F)F)=O. (4) Given the product [C:8]([O:12][C:13]([N:15]([CH2:16][C@@:17]1([CH2:26][C:27]([OH:29])=[O:28])[CH2:23][C@H:22]2[C@@H:18]1[CH:19]=[C:20]([CH2:24][CH3:25])[CH2:21]2)[CH3:4])=[O:14])([CH3:9])([CH3:10])[CH3:11], predict the reactants needed to synthesize it. The reactants are: [H-].[Na+].O1CCC[CH2:4]1.[C:8]([O:12][C:13]([NH:15][CH2:16][C@@:17]1([CH2:26][C:27]([OH:29])=[O:28])[CH2:23][C@H:22]2[C@@H:18]1[CH:19]=[C:20]([CH2:24][CH3:25])[CH2:21]2)=[O:14])([CH3:11])([CH3:10])[CH3:9].CI.